Dataset: Forward reaction prediction with 1.9M reactions from USPTO patents (1976-2016). Task: Predict the product of the given reaction. (1) Given the reactants Br[C:2]1[CH:3]=[C:4]([O:9][CH:10]([CH3:12])[CH3:11])[C:5]([NH2:8])=[N:6][CH:7]=1.[CH3:13][C:14]1([CH3:30])[C:18]([CH3:20])([CH3:19])[O:17][B:16]([B:16]2[O:17][C:18]([CH3:20])([CH3:19])[C:14]([CH3:30])([CH3:13])[O:15]2)[O:15]1.C([O-])(=O)C.[K+].C1(P(C2CCCCC2)C2CCCCC2)CCCCC1, predict the reaction product. The product is: [CH:10]([O:9][C:4]1[C:5]([NH2:8])=[N:6][CH:7]=[C:2]([B:16]2[O:17][C:18]([CH3:20])([CH3:19])[C:14]([CH3:30])([CH3:13])[O:15]2)[CH:3]=1)([CH3:12])[CH3:11]. (2) Given the reactants [Cl:1][C:2]1[CH:7]=[CH:6][CH:5]=[CH:4][C:3]=1[CH:8]1[S:13][CH2:12][CH2:11][NH:10][CH2:9]1.Cl[C:15]1[C:24]2[C:19](=[CH:20][C:21]([O:27][CH3:28])=[C:22]([O:25][CH3:26])[CH:23]=2)[N:18]=[CH:17][N:16]=1, predict the reaction product. The product is: [CH3:26][O:25][C:22]1[CH:23]=[C:24]2[C:19](=[CH:20][C:21]=1[O:27][CH3:28])[N:18]=[CH:17][N:16]=[C:15]2[N:10]1[CH2:11][CH2:12][S:13][CH:8]([C:3]2[CH:4]=[CH:5][CH:6]=[CH:7][C:2]=2[Cl:1])[CH2:9]1. (3) Given the reactants [Si:1]([O:8][CH2:9][C@@H:10]1[C:15]([CH3:16])=[CH:14][C@H:13](O)[CH2:12][N:11]1[C:18]([O:20][C:21]([CH3:24])([CH3:23])[CH3:22])=[O:19])([C:4]([CH3:7])([CH3:6])[CH3:5])([CH3:3])[CH3:2].[CH2:25]([O:28][NH:29][S:30]([C:33]1[CH:38]=[CH:37][CH:36]=[CH:35][C:34]=1[N+:39]([O-:41])=[O:40])(=[O:32])=[O:31])[CH:26]=[CH2:27].C1(P(C2C=CC=CC=2)C2C=CC=CC=2)C=CC=CC=1.N(/C(OC(C)C)=O)=N\C(OC(C)C)=O, predict the reaction product. The product is: [CH2:25]([O:28][N:29]([C@H:13]1[CH2:12][N:11]([C:18]([O:20][C:21]([CH3:22])([CH3:24])[CH3:23])=[O:19])[C@H:10]([CH2:9][O:8][Si:1]([C:4]([CH3:5])([CH3:7])[CH3:6])([CH3:2])[CH3:3])[C:15]([CH3:16])=[CH:14]1)[S:30]([C:33]1[CH:38]=[CH:37][CH:36]=[CH:35][C:34]=1[N+:39]([O-:41])=[O:40])(=[O:32])=[O:31])[CH:26]=[CH2:27]. (4) Given the reactants [Cu][C:2]#N.C[Mg]Br.[CH3:7][O:8][C:9](=[O:22])[C:10]1[C:15]([N+:16]([O-:18])=[O:17])=[CH:14][CH:13]=[CH:12][C:11]=1[C:19](Cl)=[O:20], predict the reaction product. The product is: [CH3:7][O:8][C:9](=[O:22])[C:10]1[C:15]([N+:16]([O-:18])=[O:17])=[CH:14][CH:13]=[CH:12][C:11]=1[C:19](=[O:20])[CH3:2]. (5) The product is: [CH2:6]([N:9]([CH2:10][CH2:11][CH3:12])[C:3](=[O:4])[CH2:2][N:23]([S:20]([C:15]1[C:14]([CH3:13])=[CH:19][CH:18]=[CH:17][CH:16]=1)(=[O:21])=[O:22])[C:24]1[CH:29]=[CH:28][C:27]([CH3:30])=[CH:26][CH:25]=1)[CH2:7][CH3:8]. Given the reactants Br[CH2:2][C:3](Br)=[O:4].[CH2:6]([NH:9][CH2:10][CH2:11][CH3:12])[CH2:7][CH3:8].[CH3:13][C:14]1[CH:19]=[CH:18][CH:17]=[CH:16][C:15]=1[S:20]([NH:23][C:24]1[CH:29]=[CH:28][C:27]([CH3:30])=[CH:26][CH:25]=1)(=[O:22])=[O:21], predict the reaction product. (6) The product is: [NH2:1][C@H:2]1[CH2:7][CH2:6][CH2:5][CH2:4][C@@H:3]1[NH:8][C:10]1[CH:11]=[CH:12][C:13]2[C:19](=[O:20])[C:18]3[CH:21]=[CH:22][CH:23]=[CH:24][C:17]=3[CH2:16][O:15][C:14]=2[CH:25]=1. Given the reactants [NH2:1][C@H:2]1[CH2:7][CH2:6][CH2:5][CH2:4][C@@H:3]1[NH2:8].F[C:10]1[CH:11]=[CH:12][C:13]2[C:19](=[O:20])[C:18]3[CH:21]=[CH:22][CH:23]=[CH:24][C:17]=3[CH2:16][O:15][C:14]=2[CH:25]=1, predict the reaction product. (7) Given the reactants [F:1][C:2]([F:19])([O:6][C:7]1[CH:12]=[CH:11][C:10]([N:13]2[CH2:18][CH2:17][NH:16][CH2:15][CH2:14]2)=[CH:9][CH:8]=1)[CH:3]([F:5])[F:4].C(N(CC)CC)C.[CH:27]([S:35](Cl)(=[O:37])=[O:36])=[CH:28][C:29]1[CH:34]=[CH:33][CH:32]=[CH:31][CH:30]=1, predict the reaction product. The product is: [C:29]1([CH:28]=[CH:27][S:35]([N:16]2[CH2:17][CH2:18][N:13]([C:10]3[CH:11]=[CH:12][C:7]([O:6][C:2]([F:1])([F:19])[CH:3]([F:4])[F:5])=[CH:8][CH:9]=3)[CH2:14][CH2:15]2)(=[O:37])=[O:36])[CH:34]=[CH:33][CH:32]=[CH:31][CH:30]=1.